From a dataset of Reaction yield outcomes from USPTO patents with 853,638 reactions. Predict the reaction yield, written as a fraction of the theoretical maximum amount of product (1.0 means a 100% yield; for example, 0.34 means a 34% yield). (1) The yield is 0.730. The product is [OH:2][C:3]1[CH:8]=[CH:7][C:6]([C:9]([C:11]2[CH:16]=[CH:15][CH:14]=[CH:13][C:12]=2[SH:17])=[O:10])=[CH:5][CH:4]=1. The catalyst is CCCCCC.C(OCC)(=O)C. The reactants are C[O:2][C:3]1[CH:8]=[CH:7][C:6]([C:9]([C:11]2[CH:16]=[CH:15][CH:14]=[CH:13][C:12]=2[S:17]C)=[O:10])=[CH:5][CH:4]=1.CN(C=O)C. (2) The reactants are C(O)(C(F)(F)F)=O.[NH2:8][CH2:9][CH2:10][N:11]1[C:15](=[O:16])[CH:14]=[CH:13][C:12]1=[O:17].[C:18](O)(=[O:40])[CH2:19][CH2:20]/[CH:21]=[CH:22]\[CH2:23]/[CH:24]=[CH:25]\[CH2:26]/[CH:27]=[CH:28]\[CH2:29]/[CH:30]=[CH:31]\[CH2:32]/[CH:33]=[CH:34]\[CH2:35]/[CH:36]=[CH:37]\[CH2:38][CH3:39].CN(C(ON1N=NC2C=CC=NC1=2)=[N+](C)C)C.F[P-](F)(F)(F)(F)F.CCN(C(C)C)C(C)C. The catalyst is CC#N.CCOC(C)=O. The product is [O:17]=[C:12]1[CH:13]=[CH:14][C:15](=[O:16])[N:11]1[CH2:10][CH2:9][NH:8][C:18](=[O:40])[CH2:19][CH2:20]/[CH:21]=[CH:22]\[CH2:23]/[CH:24]=[CH:25]\[CH2:26]/[CH:27]=[CH:28]\[CH2:29]/[CH:30]=[CH:31]\[CH2:32]/[CH:33]=[CH:34]\[CH2:35]/[CH:36]=[CH:37]\[CH2:38][CH3:39]. The yield is 0.700. (3) The reactants are [BH4-].[Li+].Cl[Si](C)(C)C.[CH3:8][O:9][C:10]1[CH:15]=[C:14]([C:16]([F:19])([F:18])[F:17])[CH:13]=[CH:12][C:11]=1/[CH:20]=[CH:21]/[N+:22]([O-])=O. The catalyst is C1COCC1. The product is [CH3:8][O:9][C:10]1[CH:15]=[C:14]([C:16]([F:17])([F:19])[F:18])[CH:13]=[CH:12][C:11]=1[CH2:20][CH2:21][NH2:22]. The yield is 0.954.